This data is from Full USPTO retrosynthesis dataset with 1.9M reactions from patents (1976-2016). The task is: Predict the reactants needed to synthesize the given product. (1) Given the product [N:1]1([C:5]([C:7]2[CH:37]=[CH:36][C:10]([O:11][C:12]3[CH:13]=[C:14]([C:24]4[NH:28][C:27]([C:29]5[O:30][C@@H:33]([CH3:34])[CH2:32][N:31]=5)=[CH:26][CH:25]=4)[CH:15]=[C:16]([O:18][C@@H:19]([CH3:23])[CH2:20][O:21][CH3:22])[CH:17]=3)=[C:9]([F:38])[CH:8]=2)=[O:6])[CH2:4][CH2:3][CH2:2]1, predict the reactants needed to synthesize it. The reactants are: [N:1]1([C:5]([C:7]2[CH:37]=[CH:36][C:10]([O:11][C:12]3[CH:13]=[C:14]([C:24]4[NH:28][C:27]([C:29]([NH:31][CH2:32][C@H:33](O)[CH3:34])=[O:30])=[CH:26][CH:25]=4)[CH:15]=[C:16]([O:18][C@@H:19]([CH3:23])[CH2:20][O:21][CH3:22])[CH:17]=3)=[C:9]([F:38])[CH:8]=2)=[O:6])[CH2:4][CH2:3][CH2:2]1.CS(O)(=O)=O.C(N(CC)CC)C.C(=O)([O-])O.[Na+]. (2) The reactants are: [N+:1]([CH2:4][CH2:5][CH2:6][C:7]1[CH:12]=[CH:11][C:10]([CH2:13][CH2:14][CH2:15][CH2:16][CH2:17][CH2:18][CH2:19][CH3:20])=[CH:9][CH:8]=1)([O-:3])=[O:2].[CH3:21][OH:22].[CH2:23]=[O:24].C(N(CC)CC)C. Given the product [N+:1]([C:4]([CH2:5][CH2:6][C:7]1[CH:8]=[CH:9][C:10]([CH2:13][CH2:14][CH2:15][CH2:16][CH2:17][CH2:18][CH2:19][CH3:20])=[CH:11][CH:12]=1)([CH2:23][OH:24])[CH2:21][OH:22])([O-:3])=[O:2], predict the reactants needed to synthesize it. (3) Given the product [O:42]=[C:43]1[NH:52][C:51]2[N:50]=[CH:49][C:48](/[CH:3]=[CH:2]/[C:1]([O:5][C:6]([CH3:9])([CH3:8])[CH3:7])=[O:4])=[CH:47][C:46]=2[CH2:45][CH2:44]1, predict the reactants needed to synthesize it. The reactants are: [C:1]([O:5][C:6]([CH3:9])([CH3:8])[CH3:7])(=[O:4])[CH:2]=[CH2:3].C(N(C(C)C)CC)(C)C.CC1C=CC=CC=1P(C1C=CC=CC=1C)C1C=CC=CC=1C.Cl.[O:42]=[C:43]1[NH:52][C:51]2[N:50]=[CH:49][C:48](/C=C/C(O)=O)=[CH:47][C:46]=2[CH2:45][CH2:44]1. (4) Given the product [CH:14]1([NH:20][C:2]2[C:3]3[CH:13]=[CH:12][NH:11][C:4]=3[N:5]=[CH:6][C:7]=2[N+:8]([O-:10])=[O:9])[CH2:19][CH2:18][CH2:17][CH2:16][CH2:15]1, predict the reactants needed to synthesize it. The reactants are: Cl[C:2]1[C:7]([N+:8]([O-:10])=[O:9])=[CH:6][N:5]=[C:4]2[NH:11][CH:12]=[CH:13][C:3]=12.[CH:14]1([NH2:20])[CH2:19][CH2:18][CH2:17][CH2:16][CH2:15]1. (5) Given the product [NH3:8].[CH2:1]([N:8]1[CH2:9][CH:10]2[CH2:16][CH:14]([CH2:13][N:12]([CH2:23][CH:22]([NH:21][S:18]([CH3:17])(=[O:20])=[O:19])[CH2:24][O:25][C:26]3[CH:27]=[CH:28][C:29]([C:30]#[N:31])=[CH:32][CH:33]=3)[CH2:11]2)[CH2:15]1)[C:2]1[CH:7]=[CH:6][CH:5]=[CH:4][CH:3]=1, predict the reactants needed to synthesize it. The reactants are: [CH2:1]([N:8]1[CH2:15][CH:14]2[CH2:16][CH:10]([CH2:11][NH:12][CH2:13]2)[CH2:9]1)[C:2]1[CH:7]=[CH:6][CH:5]=[CH:4][CH:3]=1.[CH3:17][S:18]([N:21]1[CH2:23][CH:22]1[CH2:24][O:25][C:26]1[CH:33]=[CH:32][C:29]([C:30]#[N:31])=[CH:28][CH:27]=1)(=[O:20])=[O:19]. (6) Given the product [F:12][C:9]([F:10])([F:11])[C:7]1[CH:6]=[C:5]([C@H:13]2[O:17][C:16](=[O:18])[N:15]([CH2:19][C:20]3[CH:21]=[C:22]4[C:26](=[CH:27][C:28]=3[C:29]3[CH:34]=[C:33]([CH:35]([CH3:36])[CH3:37])[C:32]([F:38])=[CH:31][C:30]=3[O:39][CH3:40])[CH2:25][N:24]([CH3:45])[CH2:23]4)[C@H:14]2[CH3:41])[CH:4]=[C:3]([C:2]([F:1])([F:42])[F:43])[CH:8]=1, predict the reactants needed to synthesize it. The reactants are: [F:1][C:2]([F:43])([F:42])[C:3]1[CH:4]=[C:5]([C@H:13]2[O:17][C:16](=[O:18])[N:15]([CH2:19][C:20]3[CH:21]=[C:22]4[C:26](=[CH:27][C:28]=3[C:29]3[CH:34]=[C:33]([CH:35]([CH3:37])[CH3:36])[C:32]([F:38])=[CH:31][C:30]=3[O:39][CH3:40])[CH2:25][NH:24][CH2:23]4)[C@H:14]2[CH3:41])[CH:6]=[C:7]([C:9]([F:12])([F:11])[F:10])[CH:8]=1.[BH3-][C:45]#N.[Na+].CC(O)=O.C=O. (7) The reactants are: [CH3:1][N:2]([CH3:32])[C:3]1[C:8]([CH:9]([CH3:11])[CH3:10])=[CH:7][C:6]([PH:12](=O)[C:13]2[CH:18]=[C:17]([CH:19]([CH3:21])[CH3:20])[C:16]([N:22]([CH3:24])[CH3:23])=[C:15]([CH:25]([CH3:27])[CH3:26])[CH:14]=2)=[CH:5][C:4]=1[CH:29]([CH3:31])[CH3:30].[BH3:33].O1CCCC1. Given the product [CH3:32][N:2]([CH3:1])[C:3]1[C:8]([CH:9]([CH3:11])[CH3:10])=[CH:7][C:6]([PH:12][C:13]2[CH:18]=[C:17]([CH:19]([CH3:20])[CH3:21])[C:16]([N:22]([CH3:24])[CH3:23])=[C:15]([CH:25]([CH3:27])[CH3:26])[CH:14]=2)=[CH:5][C:4]=1[CH:29]([CH3:31])[CH3:30].[BH3:33], predict the reactants needed to synthesize it. (8) The reactants are: [F:1][C:2]1[CH:3]=[C:4]([N:18]2[CH2:22][C@H:21]([CH2:23][N:24]3[CH:28]=[CH:27][N:26]=[N:25]3)[O:20][C:19]2=[O:29])[CH:5]=[CH:6][C:7]=1[C:8]1[S:9][CH2:10][C:11](O)([C:13]([F:16])([F:15])[F:14])[N:12]=1. Given the product [F:1][C:2]1[CH:3]=[C:4]([N:18]2[CH2:22][C@H:21]([CH2:23][N:24]3[CH:28]=[CH:27][N:26]=[N:25]3)[O:20][C:19]2=[O:29])[CH:5]=[CH:6][C:7]=1[C:8]1[S:9][CH:10]=[C:11]([C:13]([F:16])([F:15])[F:14])[N:12]=1, predict the reactants needed to synthesize it.